From a dataset of Catalyst prediction with 721,799 reactions and 888 catalyst types from USPTO. Predict which catalyst facilitates the given reaction. Reactant: C(OC([N:8](C(OC(C)(C)C)=O)[C:9]1[N:10]=[CH:11][C:12]([C:32]2[CH:33]=[N:34][N:35]([CH2:37][C:38]([NH:40][CH:41]3[CH2:46][CH2:45][N:44](C(OC(C)(C)C)=O)[C@@H:43]([C:54]([O:56][CH:57]4[CH2:61][CH2:60][CH2:59][CH2:58]4)=[O:55])[CH2:42]3)=O)[CH:36]=2)=[N:13][C:14]=1[N:15](C(OC(C)(C)C)=O)[CH2:16][C:17]1[C:22]([Cl:23])=[CH:21][CH:20]=[CH:19][C:18]=1[Cl:24])=O)(C)(C)C.Cl. Product: [NH2:8][C:9]1[N:10]=[CH:11][C:12]([C:32]2[CH:33]=[N:34][N:35]([CH2:37][CH2:38][NH:40][CH:41]3[CH2:46][CH2:45][NH:44][C@@H:43]([C:54]([O:56][CH:57]4[CH2:58][CH2:59][CH2:60][CH2:61]4)=[O:55])[CH2:42]3)[CH:36]=2)=[N:13][C:14]=1[NH:15][CH2:16][C:17]1[C:18]([Cl:24])=[CH:19][CH:20]=[CH:21][C:22]=1[Cl:23]. The catalyst class is: 12.